Dataset: Catalyst prediction with 721,799 reactions and 888 catalyst types from USPTO. Task: Predict which catalyst facilitates the given reaction. Reactant: [CH3:1][O:2]/[CH:3]=[C:4]1\[CH2:5][C@@H:6]([C:16]([O:18][CH3:19])=[O:17])[N:7]([C:9]([O:11][C:12]([CH3:15])([CH3:14])[CH3:13])=[O:10])[CH2:8]\1.[O-2].[Mg+2].[H][H]. Product: [CH3:1][O:2][CH2:3][C@@H:4]1[CH2:8][N:7]([C:9]([O:11][C:12]([CH3:15])([CH3:14])[CH3:13])=[O:10])[C@H:6]([C:16]([O:18][CH3:19])=[O:17])[CH2:5]1. The catalyst class is: 43.